This data is from Peptide-MHC class I binding affinity with 185,985 pairs from IEDB/IMGT. The task is: Regression. Given a peptide amino acid sequence and an MHC pseudo amino acid sequence, predict their binding affinity value. This is MHC class I binding data. (1) The peptide sequence is WTVNDIQKL. The MHC is HLA-A11:01 with pseudo-sequence HLA-A11:01. The binding affinity (normalized) is 0. (2) The peptide sequence is KDYVVVHGYF. The MHC is HLA-B45:01 with pseudo-sequence HLA-B45:01. The binding affinity (normalized) is 0.274. (3) The peptide sequence is TAVAKCNQNH. The MHC is HLA-A68:01 with pseudo-sequence HLA-A68:01. The binding affinity (normalized) is 0. (4) The peptide sequence is RADEINAIL. The MHC is HLA-A11:01 with pseudo-sequence HLA-A11:01. The binding affinity (normalized) is 0.0847. (5) The peptide sequence is FTDNNELEF. The MHC is HLA-C04:01 with pseudo-sequence HLA-C04:01. The binding affinity (normalized) is 0.404.